From a dataset of Forward reaction prediction with 1.9M reactions from USPTO patents (1976-2016). Predict the product of the given reaction. (1) Given the reactants [F:1][C:2]1[CH:3]=[C:4]([CH:22]=[CH:23][C:24]=1[C:25]([F:28])([F:27])[F:26])[CH2:5][C@H:6]1[CH2:11][C@@H:10]([C:12]2[O:16][NH:15][C:14](=[O:17])[CH:13]=2)[CH2:9][CH2:8][N:7]1C(OC)=O.Br, predict the reaction product. The product is: [F:1][C:2]1[CH:3]=[C:4]([CH:22]=[CH:23][C:24]=1[C:25]([F:27])([F:26])[F:28])[CH2:5][C@H:6]1[CH2:11][C@@H:10]([C:12]2[O:16][NH:15][C:14](=[O:17])[CH:13]=2)[CH2:9][CH2:8][NH:7]1. (2) Given the reactants [NH2:1][C:2]1[CH:7]=[CH:6][C:5]([C:8]2[NH:12][C:11]([C@H:13]3[N:21]4[C:16](=[CH:17][C:18]([C:23]5[CH:28]=[C:27]([Cl:29])[CH:26]=[CH:25][C:24]=5[N:30]5[CH:34]=[N:33][N:32]=[N:31]5)=[CH:19][C:20]4=[O:22])[CH2:15][CH2:14]3)=[CH:10][CH:9]=2)=[CH:4][CH:3]=1.Cl[C:36]([O:38][CH2:39][CH2:40][O:41][CH3:42])=[O:37], predict the reaction product. The product is: [CH3:42][O:41][CH2:40][CH2:39][O:38][C:36](=[O:37])[NH:1][C:2]1[CH:3]=[CH:4][C:5]([C:8]2[NH:12][C:11]([C@H:13]3[N:21]4[C:16](=[CH:17][C:18]([C:23]5[CH:28]=[C:27]([Cl:29])[CH:26]=[CH:25][C:24]=5[N:30]5[CH:34]=[N:33][N:32]=[N:31]5)=[CH:19][C:20]4=[O:22])[CH2:15][CH2:14]3)=[CH:10][CH:9]=2)=[CH:6][CH:7]=1.